From a dataset of Retrosynthesis with 50K atom-mapped reactions and 10 reaction types from USPTO. Predict the reactants needed to synthesize the given product. Given the product CCOc1ccc(C)cc1C(C)=O, predict the reactants needed to synthesize it. The reactants are: CC(=O)c1cc(C)ccc1O.CCOS(=O)(=O)OCC.